Task: Predict the reactants needed to synthesize the given product.. Dataset: Full USPTO retrosynthesis dataset with 1.9M reactions from patents (1976-2016) (1) Given the product [CH2:13]([O:3][C:4]1[CH:12]=[C:11]2[C:7]([CH:8]=[CH:9][NH:10]2)=[CH:6][CH:5]=1)[CH3:14], predict the reactants needed to synthesize it. The reactants are: [H-].[Na+].[OH:3][C:4]1[CH:12]=[C:11]2[C:7]([CH:8]=[CH:9][NH:10]2)=[CH:6][CH:5]=1.[CH2:13](I)[CH3:14]. (2) Given the product [C:1]([O:5][C:6]([N:8]1[CH2:13][CH2:12][N:11]([CH2:14][C:15]2[CH:20]=[CH:19][CH:18]=[CH:17][CH:16]=2)[CH:10]([CH2:21][NH:33][CH2:34][C:35]([CH3:40])([CH3:39])[C:36]([NH2:38])=[O:37])[CH2:9]1)=[O:7])([CH3:4])([CH3:2])[CH3:3], predict the reactants needed to synthesize it. The reactants are: [C:1]([O:5][C:6]([N:8]1[CH2:13][CH2:12][N:11]([CH2:14][C:15]2[CH:20]=[CH:19][CH:18]=[CH:17][CH:16]=2)[CH:10]([CH2:21]OS(C)(=O)=O)[CH2:9]1)=[O:7])([CH3:4])([CH3:3])[CH3:2].C(=O)([O-])[O-].[K+].[K+].[NH2:33][CH2:34][C:35]([CH3:40])([CH3:39])[C:36]([NH2:38])=[O:37]. (3) Given the product [S:29]([O:8][CH2:9][C@@H:10]1[O:15][CH2:14][CH2:13][N:12]([C:16]([O:18][C:19]([CH3:22])([CH3:21])[CH3:20])=[O:17])[CH2:11]1)([C:26]1[CH:27]=[CH:28][C:23]([CH3:33])=[CH:24][CH:25]=1)(=[O:31])=[O:30], predict the reactants needed to synthesize it. The reactants are: C(N(CC)CC)C.[OH:8][CH2:9][C@@H:10]1[O:15][CH2:14][CH2:13][N:12]([C:16]([O:18][C:19]([CH3:22])([CH3:21])[CH3:20])=[O:17])[CH2:11]1.[C:23]1([CH3:33])[CH:28]=[CH:27][C:26]([S:29](Cl)(=[O:31])=[O:30])=[CH:25][CH:24]=1. (4) Given the product [CH3:1][NH:2][C:3]1[CH:10]=[C:9]([CH2:11][CH2:12][N:13]2[CH2:14][CH2:15][N:16]([CH2:30][CH2:29][C:27]3[CH:26]=[CH:25][C:24]4[C:20](=[O:19])[O:21][CH2:22][C:23]=4[CH:28]=3)[CH2:17][CH2:18]2)[CH:8]=[CH:7][C:4]=1[C:5]#[N:6], predict the reactants needed to synthesize it. The reactants are: [CH3:1][NH:2][C:3]1[CH:10]=[C:9]([CH2:11][CH2:12][N:13]2[CH2:18][CH2:17][NH:16][CH2:15][CH2:14]2)[CH:8]=[CH:7][C:4]=1[C:5]#[N:6].[O:19]=[C:20]1[C:24]2[CH:25]=[CH:26][C:27]([CH2:29][CH:30]=O)=[CH:28][C:23]=2[CH2:22][O:21]1.[BH-](OC(C)=O)(OC(C)=O)OC(C)=O.[Na+]. (5) Given the product [C:12]([C:13]1[CH:14]=[C:15]([NH2:16])[N:9]([C:5]2[CH:4]=[C:3]([OH:2])[CH:8]=[CH:7][CH:6]=2)[N:10]=1)([CH3:19])([CH3:18])[CH3:11], predict the reactants needed to synthesize it. The reactants are: C[O:2][C:3]1[CH:4]=[C:5]([NH:9][NH2:10])[CH:6]=[CH:7][CH:8]=1.[CH3:11][C:12]([CH3:19])([CH3:18])[C:13](=O)[CH2:14][C:15]#[N:16].